From a dataset of Forward reaction prediction with 1.9M reactions from USPTO patents (1976-2016). Predict the product of the given reaction. Given the reactants C[O:2]C1C=CC(P2(SP(C3C=CC(OC)=CC=3)(=S)S2)=S)=CC=1.C(N1[CH2:42][CH2:41][C:40]2[C:39]3[C:34](=[CH:35][CH:36]=[C:37]([F:43])[CH:38]=3)[NH:33][C:32]=2[C:31]1=[O:44])C1C=CC=CC=1, predict the reaction product. The product is: [F:43][C:37]1[CH:38]=[C:39]2[C:34](=[CH:35][CH:36]=1)[NH:33][C:32]1[C:31](=[O:44])[O:2][CH2:42][CH2:41][C:40]2=1.